Dataset: Reaction yield outcomes from USPTO patents with 853,638 reactions. Task: Predict the reaction yield, written as a fraction of the theoretical maximum amount of product (1.0 means a 100% yield; for example, 0.34 means a 34% yield). (1) The reactants are [C:1]([N:4]1[CH2:9][CH2:8][NH:7][CH2:6][CH2:5]1)(=[O:3])[CH3:2].Br[C:11]1[S:12][CH:13]=[C:14]([Br:16])[N:15]=1.C(N(CC)CC)C.O. The catalyst is CN(C)C=O. The product is [C:1]([N:4]1[CH2:9][CH2:8][N:7]([C:11]2[S:12][CH:13]=[C:14]([Br:16])[N:15]=2)[CH2:6][CH2:5]1)(=[O:3])[CH3:2]. The yield is 0.550. (2) The reactants are [CH3:1][C:2]1[NH:3][C:4](=[O:26])[C:5]([CH2:11][C:12]2[CH:17]=[CH:16][C:15]([C:18]3[C:19]([C:24]#[N:25])=[CH:20][CH:21]=[CH:22][CH:23]=3)=[CH:14][CH:13]=2)=[C:6]([CH2:8][CH2:9][CH3:10])[N:7]=1.N(C(N1CCCCC1)=O)=NC(N1CCCCC1)=O.C(P(CCCC)CCCC)CCC.[CH3:58][N:59]1[C:67]2[C:62](=[CH:63][CH:64]=[CH:65][CH:66]=2)[C:61]([CH2:68]O)=[N:60]1. The catalyst is O1CCCC1. The product is [CH3:1][C:2]1[N:3]([CH2:68][C:61]2[C:62]3[C:67](=[CH:66][CH:65]=[CH:64][CH:63]=3)[N:59]([CH3:58])[N:60]=2)[C:4](=[O:26])[C:5]([CH2:11][C:12]2[CH:17]=[CH:16][C:15]([C:18]3[C:19]([C:24]#[N:25])=[CH:20][CH:21]=[CH:22][CH:23]=3)=[CH:14][CH:13]=2)=[C:6]([CH2:8][CH2:9][CH3:10])[N:7]=1. The yield is 0.470. (3) The reactants are [CH:1]1[C:10]2[C:5](=[CH:6][CH:7]=[CH:8][CH:9]=2)[CH:4]=[CH:3][C:2]=1[C:11]([NH:13][C:14]1[CH:19]=[CH:18][C:17]([CH:20]=[CH:21][C:22]([OH:24])=O)=[CH:16][CH:15]=1)=[O:12].C(Cl)Cl.Cl.[NH2:29][OH:30]. The catalyst is CN(C)C=O.O1CCCC1. The product is [OH:30][NH:29][C:22]([CH:21]=[CH:20][C:17]1[CH:18]=[CH:19][C:14]([NH:13][C:11]([C:2]2[CH:3]=[CH:4][C:5]3[C:10](=[CH:9][CH:8]=[CH:7][CH:6]=3)[CH:1]=2)=[O:12])=[CH:15][CH:16]=1)=[O:24]. The yield is 0.450. (4) The reactants are Br[CH2:2][CH2:3][CH2:4][C:5]([NH:7][CH:8]1[CH2:13][CH2:12][N:11]([C:14]2[S:18][N:17]=[C:16]([CH:19]([CH3:21])[CH3:20])[N:15]=2)[CH2:10][CH2:9]1)=[O:6].[H-].[Na+]. The catalyst is CN(C=O)C. The product is [CH:19]([C:16]1[N:15]=[C:14]([N:11]2[CH2:12][CH2:13][CH:8]([N:7]3[CH2:2][CH2:3][CH2:4][C:5]3=[O:6])[CH2:9][CH2:10]2)[S:18][N:17]=1)([CH3:21])[CH3:20]. The yield is 0.630. (5) The reactants are [H-].[Na+].[C:3]1(=[O:10])[NH:8][C:7](=[O:9])[CH2:6][CH2:5][CH2:4]1.Br[CH2:12][CH2:13][O:14][C:15]1[CH:24]=[C:23]2[C:18]([C:19]([NH:25][C:26]3[CH:31]=[CH:30][C:29]([Cl:32])=[CH:28][C:27]=3[F:33])=[N:20][CH:21]=[N:22]2)=[CH:17][C:16]=1[O:34][CH3:35]. The catalyst is CN(C=O)C. The product is [Cl:32][C:29]1[CH:30]=[CH:31][C:26]([NH:25][C:19]2[C:18]3[C:23](=[CH:24][C:15]([O:14][CH2:13][CH2:12][N:8]4[C:7](=[O:9])[CH2:6][CH2:5][CH2:4][C:3]4=[O:10])=[C:16]([O:34][CH3:35])[CH:17]=3)[N:22]=[CH:21][N:20]=2)=[C:27]([F:33])[CH:28]=1. The yield is 0.550.